Task: Predict the reactants needed to synthesize the given product.. Dataset: Full USPTO retrosynthesis dataset with 1.9M reactions from patents (1976-2016) (1) Given the product [Cl:25][CH2:26][C:27]([N:15]1[CH2:16][CH2:17][C@H:13]([F:12])[CH2:14]1)=[O:28], predict the reactants needed to synthesize it. The reactants are: CC1C=CC(S(O)(=O)=O)=CC=1.[F:12][C@H:13]1[CH2:17][CH2:16][NH:15][CH2:14]1.C(N(CC)CC)C.[Cl:25][CH2:26][C:27](Cl)=[O:28]. (2) Given the product [C:32]([NH:35][C:36](=[O:56])[CH2:37][CH:38]1[CH2:43][CH2:42][CH:41]([C:44]2[S:45][C:46]([C:49]3[CH:50]=[CH:51][C:52]([NH:55][C:67]([NH:66][C:59]4[CH:60]=[C:61]([F:65])[C:62]([F:64])=[CH:63][C:58]=4[F:57])=[O:68])=[CH:53][CH:54]=3)=[CH:47][N:48]=2)[CH2:40][CH2:39]1)(=[O:34])[CH3:33], predict the reactants needed to synthesize it. The reactants are: FC(F)(F)C1C=C(NC(=O)NC2C=CC(C3SC(CCC(OC)=O)=NC=3)=CC=2)C=CC=1.[C:32]([NH:35][C:36](=[O:56])[CH2:37][CH:38]1[CH2:43][CH2:42][CH:41]([C:44]2[S:45][C:46]([C:49]3[CH:54]=[CH:53][C:52]([NH2:55])=[CH:51][CH:50]=3)=[CH:47][N:48]=2)[CH2:40][CH2:39]1)(=[O:34])[CH3:33].[F:57][C:58]1[CH:63]=[C:62]([F:64])[C:61]([F:65])=[CH:60][C:59]=1[N:66]=[C:67]=[O:68].